The task is: Predict the product of the given reaction.. This data is from Forward reaction prediction with 1.9M reactions from USPTO patents (1976-2016). (1) Given the reactants [CH3:1][O:2][C:3]1[CH:4]=[CH:5][C:6]([CH2:9][O:10]C(=O)C)=[N:7][CH:8]=1.C([O-])(O)=O.[Na+].C([O-])([O-])=O.[K+].[K+], predict the reaction product. The product is: [CH3:1][O:2][C:3]1[CH:4]=[CH:5][C:6]([CH2:9][OH:10])=[N:7][CH:8]=1. (2) Given the reactants Cl[C:2]1[N:7]=[N:6][C:5]([C:8]([NH2:10])=[O:9])=[C:4]([NH:11][C:12]2[CH:17]=[CH:16][C:15]([O:18][CH3:19])=[C:14]([CH2:20][CH2:21][CH3:22])[N:13]=2)[CH:3]=1.[NH2:23][C@@H:24]1[CH2:29][CH2:28][O:27][CH2:26][C@@H:25]1[NH:30][C:31](=[O:37])[O:32][C:33]([CH3:36])([CH3:35])[CH3:34], predict the reaction product. The product is: [C:8]([C:5]1[N:6]=[N:7][C:2]([NH:23][C@@H:24]2[CH2:29][CH2:28][O:27][CH2:26][C@@H:25]2[NH:30][C:31](=[O:37])[O:32][C:33]([CH3:35])([CH3:34])[CH3:36])=[CH:3][C:4]=1[NH:11][C:12]1[CH:17]=[CH:16][C:15]([O:18][CH3:19])=[C:14]([CH2:20][CH2:21][CH3:22])[N:13]=1)(=[O:9])[NH2:10]. (3) Given the reactants [CH:1]1([CH:7]([C:18]2[CH:22]=[C:21]([CH:23]3[CH2:28][CH2:27][CH2:26][CH2:25][CH2:24]3)[S:20][C:19]=2[CH2:29][CH3:30])[O:8][C:9]2[CH:17]=[CH:16][C:12]([C:13](O)=[O:14])=[CH:11][CH:10]=2)[CH2:6][CH2:5][CH2:4][CH2:3][CH2:2]1.[CH3:31][NH:32][CH2:33][CH2:34][C:35]([O:37]CC)=[O:36], predict the reaction product. The product is: [CH:1]1([CH:7]([C:18]2[CH:22]=[C:21]([CH:23]3[CH2:28][CH2:27][CH2:26][CH2:25][CH2:24]3)[S:20][C:19]=2[CH2:29][CH3:30])[O:8][C:9]2[CH:17]=[CH:16][C:12]([C:13]([N:32]([CH3:31])[CH2:33][CH2:34][C:35]([OH:37])=[O:36])=[O:14])=[CH:11][CH:10]=2)[CH2:2][CH2:3][CH2:4][CH2:5][CH2:6]1. (4) Given the reactants Br[CH2:2]Br.[F:4][C:5]1[CH:10]=[CH:9][C:8]([C:11](=O)[CH2:12][CH3:13])=[C:7]([O:15][CH3:16])[CH:6]=1.O.Cl, predict the reaction product. The product is: [F:4][C:5]1[CH:10]=[CH:9][C:8]([C:11](=[CH2:2])[CH2:12][CH3:13])=[C:7]([O:15][CH3:16])[CH:6]=1. (5) Given the reactants [CH3:1][C:2]1[C:6]([C:7]2[CH:19]=[C:18]3[C:10]([C:11]4[CH:12]=[C:13]([C:20]([O:22]CC)=[O:21])[CH:14]=[CH:15][C:16]=4[NH:17]3)=[C:9]([C:25](=[O:28])[NH:26][CH3:27])[CH:8]=2)=[C:5]([CH3:29])[O:4][N:3]=1.[OH-].[Na+], predict the reaction product. The product is: [CH3:1][C:2]1[C:6]([C:7]2[CH:19]=[C:18]3[C:10]([C:11]4[CH:12]=[C:13]([C:20]([OH:22])=[O:21])[CH:14]=[CH:15][C:16]=4[NH:17]3)=[C:9]([C:25](=[O:28])[NH:26][CH3:27])[CH:8]=2)=[C:5]([CH3:29])[O:4][N:3]=1. (6) Given the reactants [CH3:1][C:2]1[C:6]([CH3:13])([C:7]2[CH:12]=[CH:11][CH:10]=[CH:9][CH:8]=2)[C:5](=[O:14])[NH:4][N:3]=1.Br[CH2:16][C:17]([C:19]1[CH:24]=[CH:23][CH:22]=[CH:21][CH:20]=1)=[O:18], predict the reaction product. The product is: [CH3:1][C:2]1[C:6]([CH3:13])([C:7]2[CH:12]=[CH:11][CH:10]=[CH:9][CH:8]=2)[C:5](=[O:14])[N:4]([CH2:16][C:17](=[O:18])[C:19]2[CH:24]=[CH:23][CH:22]=[CH:21][CH:20]=2)[N:3]=1.